From a dataset of Reaction yield outcomes from USPTO patents with 853,638 reactions. Predict the reaction yield, written as a fraction of the theoretical maximum amount of product (1.0 means a 100% yield; for example, 0.34 means a 34% yield). The reactants are [NH2:1][C:2]1[CH:11]=[C:10]2[C:5]([C:6](=[O:12])[NH:7][CH:8]=[N:9]2)=[CH:4][CH:3]=1.[CH2:13]([N:20]=[C:21]=[O:22])[C:14]1[CH:19]=[CH:18][CH:17]=[CH:16][CH:15]=1. The catalyst is O1CCOCC1. The product is [CH2:13]([NH:20][C:21]([NH:1][C:2]1[CH:11]=[C:10]2[C:5]([C:6](=[O:12])[NH:7][CH:8]=[N:9]2)=[CH:4][CH:3]=1)=[O:22])[C:14]1[CH:19]=[CH:18][CH:17]=[CH:16][CH:15]=1. The yield is 0.200.